Dataset: Forward reaction prediction with 1.9M reactions from USPTO patents (1976-2016). Task: Predict the product of the given reaction. (1) The product is: [CH2:13]([C:11]1[CH:10]=[C:6]([CH:5]=[C:4]([N:3]([CH2:14][CH3:15])[CH3:1])[N:12]=1)[C:7]([OH:9])=[O:8])[CH3:17]. Given the reactants [CH2:1]([N:3]([CH2:14][CH3:15])[C:4]1[CH:5]=[C:6]([CH:10]=[C:11]([CH3:13])[N:12]=1)[C:7]([OH:9])=[O:8])C.Cl[C:17]1C=C(C=C(Cl)N=1)C(O)=O.C(NC)C, predict the reaction product. (2) Given the reactants [C:1]([O:9][CH2:10][C@@H:11]1[C@@H:15]([F:16])[C@@H:14]([OH:17])[C@H:13]([O:18][CH3:19])[O:12]1)(=[O:8])[C:2]1[CH:7]=[CH:6][CH:5]=[CH:4][CH:3]=1.CC(OI1(OC(C)=O)(OC(C)=O)OC(=O)C2C=CC=CC1=2)=O, predict the reaction product. The product is: [C:1]([O:9][CH2:10][C@@H:11]1[C@@H:15]([F:16])[C:14](=[O:17])[C@H:13]([O:18][CH3:19])[O:12]1)(=[O:8])[C:2]1[CH:3]=[CH:4][CH:5]=[CH:6][CH:7]=1. (3) Given the reactants [NH2:1][NH:2][C:3]([C:5]1[CH:10]=[CH:9][CH:8]=[CH:7][N:6]=1)=[NH:4].[Cl:11][C:12]1[CH:19]=[CH:18][CH:17]=[CH:16][C:13]=1[CH:14]=O, predict the reaction product. The product is: [Cl:11][C:12]1[CH:19]=[CH:18][CH:17]=[CH:16][C:13]=1[C:14]1[NH:1][N:2]=[C:3]([C:5]2[CH:10]=[CH:9][CH:8]=[CH:7][N:6]=2)[N:4]=1. (4) Given the reactants [SiH4].CCCCCCCCC([O:12][C@@H:13]1[CH2:26][C:25]2[C@@:16]([CH3:39])([C@@H:17]3[C@@H:22]([CH2:23][CH:24]=2)[C@@H:21]2[CH2:27][CH2:28][C@H:29]([C@@H:30]([CH2:32][CH2:33][CH2:34][CH:35]([CH3:37])[CH3:36])[CH3:31])[C@@:20]2([CH3:38])[CH2:19][CH2:18]3)[CH2:15][CH2:14]1)=O.COC(=O)C(C)=C, predict the reaction product. The product is: [CH3:37][CH:35]([CH2:34][CH2:33][CH2:32][C@H:30]([C@@H:29]1[C@:20]2([CH3:38])[C@H:21]([C@H:22]3[C@H:17]([CH2:18][CH2:19]2)[C@:16]2([CH3:39])[C:25]([CH2:26][C@H:13]([CH2:14][CH2:15]2)[OH:12])=[CH:24][CH2:23]3)[CH2:27][CH2:28]1)[CH3:31])[CH3:36].